This data is from Forward reaction prediction with 1.9M reactions from USPTO patents (1976-2016). The task is: Predict the product of the given reaction. Given the reactants [NH2:1][C@@H:2]1[CH2:6][CH2:5][N:4]([C:7](OC(C)(C)C)=O)[CH2:3]1.C([N:16](CC)CC)C.[CH3:21][C:22]1[C:27]([CH3:28])=[CH:26][C:25]([CH3:29])=[C:24]([CH3:30])[C:23]=1[S:31](Cl)(=[O:33])=[O:32].CCN(C(C)C)C(C)C.BrC#N, predict the reaction product. The product is: [C:7]([N:4]1[CH2:5][CH2:6][C@@H:2]([NH:1][S:31]([C:23]2[C:22]([CH3:21])=[C:27]([CH3:28])[CH:26]=[C:25]([CH3:29])[C:24]=2[CH3:30])(=[O:33])=[O:32])[CH2:3]1)#[N:16].